From a dataset of Full USPTO retrosynthesis dataset with 1.9M reactions from patents (1976-2016). Predict the reactants needed to synthesize the given product. (1) Given the product [CH2:1]([O:3][C:4](=[O:21])[C:5]([O:8][C:9]1[CH:14]=[CH:13][C:12]([O:15][CH:16]([CH3:19])[CH2:17][NH:18][C:60]([C:59]2[C:54]([CH:51]3[CH2:53][CH2:52]3)=[N:55][C:56]([C:63]3[CH:68]=[CH:67][CH:66]=[C:65]([C:69]([F:71])([F:72])[F:70])[CH:64]=3)=[N:57][CH:58]=2)=[O:61])=[CH:11][C:10]=1[CH3:20])([CH3:6])[CH3:7])[CH3:2], predict the reactants needed to synthesize it. The reactants are: [CH2:1]([O:3][C:4](=[O:21])[C:5]([O:8][C:9]1[CH:14]=[CH:13][C:12]([O:15][CH:16]([CH3:19])[CH2:17][NH2:18])=[CH:11][C:10]=1[CH3:20])([CH3:7])[CH3:6])[CH3:2].C(OC(=O)C(OC1C=CC(O)=CC=1C)(C)C)C.C(OC(=O)NCC(O)C)(C)(C)C.[CH:51]1([C:54]2[C:59]([C:60](O)=[O:61])=[CH:58][N:57]=[C:56]([C:63]3[CH:68]=[CH:67][CH:66]=[C:65]([C:69]([F:72])([F:71])[F:70])[CH:64]=3)[N:55]=2)[CH2:53][CH2:52]1. (2) Given the product [ClH:25].[ClH:25].[CH3:1][O:2][C:3]([C:5]1[CH:10]=[C:9]([NH:11][CH:12]2[CH2:17][CH2:16][NH:15][CH2:14][CH2:13]2)[N:8]=[C:7]([Cl:25])[N:6]=1)=[O:4], predict the reactants needed to synthesize it. The reactants are: [CH3:1][O:2][C:3]([C:5]1[CH:10]=[C:9]([NH:11][CH:12]2[CH2:17][CH2:16][N:15](C(OC(C)(C)C)=O)[CH2:14][CH2:13]2)[N:8]=[C:7]([Cl:25])[N:6]=1)=[O:4]. (3) Given the product [CH2:10]=[CH:11][C:15]1[C:13]([CH:10]=[CH2:11])=[CH:16][CH:15]=[CH:13][CH:16]=1, predict the reactants needed to synthesize it. The reactants are: N([CH:10]([C:13]([CH3:16])([CH3:15])C)[C:11]#N)=N[CH:10]([C:13](C)([CH3:16])[CH3:15])[C:11]#N. (4) Given the product [C:8]([C:5]1[CH:4]=[CH:3][C:2]([NH:1][S:23]([C:20]2[CH:19]=[CH:18][C:17]([O:16][CH2:15][CH2:14][CH2:13][N:12]([CH3:11])[CH3:27])=[CH:22][CH:21]=2)(=[O:25])=[O:24])=[N:7][CH:6]=1)(=[O:10])[CH3:9], predict the reactants needed to synthesize it. The reactants are: [NH2:1][C:2]1[N:7]=[CH:6][C:5]([C:8](=[O:10])[CH3:9])=[CH:4][CH:3]=1.[CH3:11][N:12]([CH3:27])[CH2:13][CH2:14][CH2:15][O:16][C:17]1[CH:22]=[CH:21][C:20]([S:23](Cl)(=[O:25])=[O:24])=[CH:19][CH:18]=1.C(OCC)(=O)C.P([O-])([O-])([O-])=O.[K+].[K+].[K+]. (5) Given the product [F:30][C:31]1[CH:32]=[C:33]([C:37]2[N:40]=[C:27]([CH:13]3[CH2:14][CH:15]([C:17]4[CH:18]=[CH:19][C:20]([C:23]([F:25])([F:26])[F:24])=[CH:21][CH:22]=4)[CH2:16][N:11]([C:9]([N:6]4[CH2:5][CH2:4][CH:3]([C:1]#[N:2])[CH2:8][CH2:7]4)=[O:10])[CH2:12]3)[O:28][N:38]=2)[CH:34]=[CH:35][CH:36]=1, predict the reactants needed to synthesize it. The reactants are: [C:1]([CH:3]1[CH2:8][CH2:7][N:6]([C:9]([N:11]2[CH2:16][CH:15]([C:17]3[CH:22]=[CH:21][C:20]([C:23]([F:26])([F:25])[F:24])=[CH:19][CH:18]=3)[CH2:14][CH:13]([C:27](O)=[O:28])[CH2:12]2)=[O:10])[CH2:5][CH2:4]1)#[N:2].[F:30][C:31]1[CH:32]=[C:33]([C:37](=[NH:40])[NH:38]O)[CH:34]=[CH:35][CH:36]=1. (6) Given the product [F:33][C:22]1[CH:21]=[C:20]([B:9]2[O:10][C:11]([CH3:16])([CH3:17])[C:12]([CH3:14])([CH3:15])[O:13]2)[CH:25]=[CH:24][C:23]=1[C:26]1[CH:31]=[N:30][C:29]([NH2:32])=[N:28][CH:27]=1, predict the reactants needed to synthesize it. The reactants are: [CH3:16][C:11]1([CH3:17])[C:12]([CH3:15])([CH3:14])[O:13][B:9]([B:9]2[O:13][C:12]([CH3:15])([CH3:14])[C:11]([CH3:17])([CH3:16])[O:10]2)[O:10]1.Cl[C:20]1[CH:25]=[CH:24][C:23]([C:26]2[CH:27]=[N:28][C:29]([NH2:32])=[N:30][CH:31]=2)=[C:22]([F:33])[CH:21]=1.C([O-])(=O)C.[K+]. (7) Given the product [C:14]([NH:1][C:2]1[N:10]=[C:9]([CH3:11])[CH:8]=[C:7]([CH3:12])[C:3]=1[C:4]([OH:6])=[O:5])(=[O:16])[CH3:15], predict the reactants needed to synthesize it. The reactants are: [NH2:1][C:2]1[N:10]=[C:9]([CH3:11])[CH:8]=[C:7]([CH3:12])[C:3]=1[C:4]([OH:6])=[O:5].Cl.[C:14](OC(=O)C)(=[O:16])[CH3:15].C(=O)([O-])[O-].[Na+].[Na+].